From a dataset of Reaction yield outcomes from USPTO patents with 853,638 reactions. Predict the reaction yield, written as a fraction of the theoretical maximum amount of product (1.0 means a 100% yield; for example, 0.34 means a 34% yield). No catalyst specified. The product is [CH3:21][O:14][C:13](=[O:15])[CH2:12][C:3]1[CH:4]=[C:5]2[C:10](=[CH:11][C:2]=1[F:1])[N:9]=[CH:8][CH:7]=[CH:6]2. The reactants are [F:1][C:2]1[CH:11]=[C:10]2[C:5]([CH:6]=[CH:7][CH:8]=[N:9]2)=[CH:4][C:3]=1[CH2:12][C:13]([OH:15])=[O:14].S(=O)(=O)(O)O.[CH3:21]O. The yield is 0.935.